From a dataset of Reaction yield outcomes from USPTO patents with 853,638 reactions. Predict the reaction yield, written as a fraction of the theoretical maximum amount of product (1.0 means a 100% yield; for example, 0.34 means a 34% yield). The yield is 0.840. The catalyst is C(O)(=O)C. The reactants are [O:1]=[C:2]1[C:11]2[CH:12]=[CH:13][S:14][C:10]=2[C:9]2[CH:8]=[CH:7][C:6]([C:15]#[N:16])=[CH:5][C:4]=2[NH:3]1.[Br:17]N1C(=O)CCC1=O.O. The product is [Br:17][C:13]1[S:14][C:10]2[C:9]3[CH:8]=[CH:7][C:6]([C:15]#[N:16])=[CH:5][C:4]=3[NH:3][C:2](=[O:1])[C:11]=2[CH:12]=1.